Dataset: Catalyst prediction with 721,799 reactions and 888 catalyst types from USPTO. Task: Predict which catalyst facilitates the given reaction. Reactant: [CH:1]1[C:10]2[CH2:9][CH2:8][CH2:7][CH2:6][C:5]=2[CH:4]=[CH:3][C:2]=1[O:11][C:12]1[C:17]([CH3:18])=[CH:16][C:15]([N+:19]([O-])=O)=[C:14]([CH3:22])[CH:13]=1.O.O.[Sn](Cl)Cl.Cl. Product: [CH:1]1[C:10]2[CH2:9][CH2:8][CH2:7][CH2:6][C:5]=2[CH:4]=[CH:3][C:2]=1[O:11][C:12]1[C:17]([CH3:18])=[CH:16][C:15]([NH2:19])=[C:14]([CH3:22])[CH:13]=1. The catalyst class is: 5.